Dataset: Full USPTO retrosynthesis dataset with 1.9M reactions from patents (1976-2016). Task: Predict the reactants needed to synthesize the given product. Given the product [C:14]([CH:12]([O:11][C:8]([C:5]([C:1]([C:51]([O-:53])=[O:52])([F:3])[F:4])([F:6])[F:7])([F:9])[F:10])[F:13])([F:15])([F:16])[F:17].[NH4+:55], predict the reactants needed to synthesize it. The reactants are: [C:1]([C:5]([C:8]([O:11][C:12](C(OC(=C(F)F)F)(F)F)([C:14]([F:17])([F:16])[F:15])[F:13])([F:10])[F:9])([F:7])[F:6])([F:4])([F:3])F.C(C(C(OC(C(OC([C:51]([O:53]C)=[O:52])(F)F)(F)F)(C(F)(F)F)F)(F)F)(F)F)(F)(F)F.[NH3:55].C(OC=C)=C.